The task is: Regression. Given two drug SMILES strings and cell line genomic features, predict the synergy score measuring deviation from expected non-interaction effect.. This data is from NCI-60 drug combinations with 297,098 pairs across 59 cell lines. (1) Drug 1: COC1=NC(=NC2=C1N=CN2C3C(C(C(O3)CO)O)O)N. Drug 2: COCCOC1=C(C=C2C(=C1)C(=NC=N2)NC3=CC=CC(=C3)C#C)OCCOC.Cl. Cell line: SNB-19. Synergy scores: CSS=-2.78, Synergy_ZIP=0.939, Synergy_Bliss=-0.331, Synergy_Loewe=-6.58, Synergy_HSA=-4.07. (2) Drug 1: CC12CCC3C(C1CCC2O)C(CC4=C3C=CC(=C4)O)CCCCCCCCCS(=O)CCCC(C(F)(F)F)(F)F. Drug 2: C1CNP(=O)(OC1)N(CCCl)CCCl. Cell line: OVCAR-5. Synergy scores: CSS=-2.19, Synergy_ZIP=0.726, Synergy_Bliss=1.17, Synergy_Loewe=-3.19, Synergy_HSA=-3.00. (3) Drug 1: C1CC(C1)(C(=O)O)C(=O)O.[NH2-].[NH2-].[Pt+2]. Drug 2: CC1C(C(CC(O1)OC2CC(OC(C2O)C)OC3=CC4=CC5=C(C(=O)C(C(C5)C(C(=O)C(C(C)O)O)OC)OC6CC(C(C(O6)C)O)OC7CC(C(C(O7)C)O)OC8CC(C(C(O8)C)O)(C)O)C(=C4C(=C3C)O)O)O)O. Cell line: PC-3. Synergy scores: CSS=34.9, Synergy_ZIP=-2.81, Synergy_Bliss=0.320, Synergy_Loewe=-14.0, Synergy_HSA=0.134.